From a dataset of Forward reaction prediction with 1.9M reactions from USPTO patents (1976-2016). Predict the product of the given reaction. (1) Given the reactants [F:1][C:2]1[CH:3]=[C:4]2[C:10]([C:11](=[NH:14])[NH:12][NH2:13])=[N:9][N:8]([CH2:15][C:16]3[C:21]([F:22])=[CH:20][CH:19]=[C:18]([F:23])[C:17]=3[F:24])[C:5]2=[N:6][CH:7]=1.[CH3:25][C:26]([CH3:37])([C:31](=O)[C:32](OC)=[O:33])[C:27]([O:29][CH3:30])=[O:28], predict the reaction product. The product is: [F:1][C:2]1[CH:3]=[C:4]2[C:10]([C:11]3[N:12]=[N:13][C:31]([C:26]([CH3:37])([CH3:25])[C:27]([O:29][CH3:30])=[O:28])=[C:32]([OH:33])[N:14]=3)=[N:9][N:8]([CH2:15][C:16]3[C:21]([F:22])=[CH:20][CH:19]=[C:18]([F:23])[C:17]=3[F:24])[C:5]2=[N:6][CH:7]=1. (2) The product is: [F:20][C:11]1[CH:12]=[C:13]([C:16]([OH:19])([CH3:17])[CH3:18])[CH:14]=[CH:15][C:10]=1[C:4]1[S:3][C:2]([NH:1][C:22]2[CH:27]=[CH:26][CH:25]=[C:24]([C:28]3[CH:29]=[N:30][NH:31][CH:32]=3)[N:23]=2)=[C:6]([C:7]([NH2:9])=[O:8])[CH:5]=1. Given the reactants [NH2:1][C:2]1[S:3][C:4]([C:10]2[CH:15]=[CH:14][C:13]([C:16]([OH:19])([CH3:18])[CH3:17])=[CH:12][C:11]=2[F:20])=[CH:5][C:6]=1[C:7]([NH2:9])=[O:8].Br[C:22]1[CH:27]=[CH:26][CH:25]=[C:24]([C:28]2[CH:29]=[N:30][NH:31][CH:32]=2)[N:23]=1, predict the reaction product.